This data is from Catalyst prediction with 721,799 reactions and 888 catalyst types from USPTO. The task is: Predict which catalyst facilitates the given reaction. Reactant: Cl[CH2:2][C:3]([NH:5][C:6]1[CH:14]=[C:13]2[C:9]([CH:10]=[N:11][NH:12]2)=[CH:8][CH:7]=1)=[O:4].[CH2:15]([CH:22]1[CH2:27][CH2:26][NH:25][CH2:24][CH2:23]1)[C:16]1[CH:21]=[CH:20][CH:19]=[CH:18][CH:17]=1. Product: [CH2:15]([CH:22]1[CH2:27][CH2:26][N:25]([CH2:2][C:3]([NH:5][C:6]2[CH:14]=[C:13]3[C:9]([CH:10]=[N:11][NH:12]3)=[CH:8][CH:7]=2)=[O:4])[CH2:24][CH2:23]1)[C:16]1[CH:21]=[CH:20][CH:19]=[CH:18][CH:17]=1. The catalyst class is: 27.